From a dataset of Peptide-MHC class I binding affinity with 185,985 pairs from IEDB/IMGT. Regression. Given a peptide amino acid sequence and an MHC pseudo amino acid sequence, predict their binding affinity value. This is MHC class I binding data. (1) The peptide sequence is SFLLMLCLH. The MHC is HLA-A24:02 with pseudo-sequence HLA-A24:02. The binding affinity (normalized) is 0. (2) The peptide sequence is LSRVFFCVY. The MHC is HLA-B15:01 with pseudo-sequence HLA-B15:01. The binding affinity (normalized) is 0.901. (3) The peptide sequence is LLPENNVLSPL. The MHC is HLA-A68:02 with pseudo-sequence HLA-A68:02. The binding affinity (normalized) is 0.312. (4) The peptide sequence is FSWTITDAV. The MHC is HLA-A02:03 with pseudo-sequence HLA-A02:03. The binding affinity (normalized) is 0.337. (5) The peptide sequence is KVARSLLDY. The MHC is HLA-A03:01 with pseudo-sequence HLA-A03:01. The binding affinity (normalized) is 0.508. (6) The peptide sequence is SLASIGTSF. The MHC is HLA-A68:02 with pseudo-sequence HLA-A68:02. The binding affinity (normalized) is 0.333.